The task is: Predict the product of the given reaction.. This data is from Forward reaction prediction with 1.9M reactions from USPTO patents (1976-2016). (1) Given the reactants Br[C:2]1[C:3]([O:25][CH3:26])=[N:4][C:5]([N:22]([CH3:24])[CH3:23])=[N:6][C:7]=1[CH2:8][CH2:9][CH2:10][CH2:11][CH2:12][CH2:13][CH2:14][CH2:15][CH2:16][CH2:17][O:18][CH2:19][O:20][CH3:21].[Li]CCCC.C[O:33]B(OC)OC.OO.[OH-].[Na+].Cl, predict the reaction product. The product is: [CH3:23][N:22]([CH3:24])[C:5]1[N:4]=[C:3]([O:25][CH3:26])[C:2]([OH:33])=[C:7]([CH2:8][CH2:9][CH2:10][CH2:11][CH2:12][CH2:13][CH2:14][CH2:15][CH2:16][CH2:17][O:18][CH2:19][O:20][CH3:21])[N:6]=1. (2) Given the reactants [Cl:1][C:2]1[CH:7]=[CH:6][C:5]([N:8]2[C:12]([CH3:13])=[N:11][N:10]=[C:9]2[N:14]2[CH2:19][CH2:18][CH:17]([NH:20][C:21]3[C:26]([N+:27]([O-])=O)=[CH:25][CH:24]=[CH:23][N:22]=3)[CH2:16][CH2:15]2)=[CH:4][CH:3]=1.O1CCCC1.[H][H], predict the reaction product. The product is: [Cl:1][C:2]1[CH:3]=[CH:4][C:5]([N:8]2[C:12]([CH3:13])=[N:11][N:10]=[C:9]2[N:14]2[CH2:19][CH2:18][CH:17]([NH:20][C:21]3[C:26]([NH2:27])=[CH:25][CH:24]=[CH:23][N:22]=3)[CH2:16][CH2:15]2)=[CH:6][CH:7]=1. (3) Given the reactants [BH3-]C#N.[Na+].[F:5][C:6]1[CH:11]=[CH:10][CH:9]=[C:8]([F:12])[C:7]=1[C:13]1[C:14]2[C:15]3[CH2:26][CH2:25][NH:24][CH2:23][CH2:22][C:16]=3[NH:17][C:18]=2[CH:19]=[CH:20][CH:21]=1, predict the reaction product. The product is: [F:5][C:6]1[CH:11]=[CH:10][CH:9]=[C:8]([F:12])[C:7]=1[C:13]1[C:14]2[CH:15]3[CH2:26][CH2:25][NH:24][CH2:23][CH2:22][CH:16]3[NH:17][C:18]=2[CH:19]=[CH:20][CH:21]=1. (4) Given the reactants Cl[C:2]1[C:3]2[C:10]3[CH2:11][CH2:12][CH:13]([CH3:15])[CH2:14][C:9]=3[S:8][C:4]=2[N:5]=[CH:6][N:7]=1.[CH3:16][C:17]1[CH:25]=[C:24]2[C:20]([CH:21]=[N:22][NH:23]2)=[CH:19][C:18]=1[NH2:26], predict the reaction product. The product is: [CH3:15][CH:13]1[CH2:12][CH2:11][C:10]2[C:3]3[C:2]([NH:26][C:18]4[CH:19]=[C:20]5[C:24](=[CH:25][C:17]=4[CH3:16])[NH:23][N:22]=[CH:21]5)=[N:7][CH:6]=[N:5][C:4]=3[S:8][C:9]=2[CH2:14]1. (5) Given the reactants [C:1]([C:5]1[CH:10]=[CH:9][C:8]([S:11]([N:14]([CH2:25][C:26]([OH:28])=O)[C:15]2[CH:16]=[C:17]3[C:22](=[CH:23][CH:24]=2)[N:21]=[CH:20][CH:19]=[CH:18]3)(=[O:13])=[O:12])=[CH:7][CH:6]=1)([CH3:4])([CH3:3])[CH3:2].[CH:29]1([NH:32][CH2:33][C:34]2[CH:39]=[CH:38][CH:37]=[C:36]([O:40][CH3:41])[CH:35]=2)[CH2:31][CH2:30]1, predict the reaction product. The product is: [C:1]([C:5]1[CH:6]=[CH:7][C:8]([S:11]([N:14]([C:15]2[CH:16]=[C:17]3[C:22](=[CH:23][CH:24]=2)[N:21]=[CH:20][CH:19]=[CH:18]3)[CH2:25][C:26]([N:32]([CH:29]2[CH2:31][CH2:30]2)[CH2:33][C:34]2[CH:39]=[CH:38][CH:37]=[C:36]([O:40][CH3:41])[CH:35]=2)=[O:28])(=[O:13])=[O:12])=[CH:9][CH:10]=1)([CH3:2])([CH3:4])[CH3:3]. (6) Given the reactants [NH2:1][C:2]1[C:3]([C:13]([NH:15][CH3:16])=[O:14])=[N:4][N:5]2[CH2:10][CH2:9][N:8]([CH3:11])[C:7](=[O:12])[C:6]=12.[F:17][C:18]([F:33])([F:32])[C:19]1[C:27]2[CH2:26][CH2:25][CH2:24][CH2:23][C:22]=2[N:21]([CH2:28][C:29](O)=[O:30])[N:20]=1.[I-].ClC1C=CC=C[N+]=1C.C(N(CC)C(C)C)(C)C, predict the reaction product. The product is: [CH3:16][NH:15][C:13]([C:3]1[C:2]([NH:1][C:29](=[O:30])[CH2:28][N:21]2[C:22]3[CH2:23][CH2:24][CH2:25][CH2:26][C:27]=3[C:19]([C:18]([F:32])([F:17])[F:33])=[N:20]2)=[C:6]2[C:7](=[O:12])[N:8]([CH3:11])[CH2:9][CH2:10][N:5]2[N:4]=1)=[O:14]. (7) Given the reactants [C:1]([O:4][CH2:5][CH2:6][N:7]1[C:11]([C:12]2[CH:17]=[CH:16][CH:15]=[CH:14][CH:13]=2)=[C:10]([CH3:18])[S:9][C:8]1=S)(=[O:3])[CH3:2].C1(C)C=CC(S(OC)(=O)=O)=CC=1.[C:32]([C:35]1[CH:36]=[CH:37][C:38]([NH:55][CH2:56][CH3:57])=[C:39]([N:41]=[C:42]2[N:46]([CH2:47][C:48]3[CH:53]=[CH:52][CH:51]=[CH:50][CH:49]=3)[C:45](=[O:54])[CH2:44][S:43]2)[CH:40]=1)(=[O:34])[CH3:33], predict the reaction product. The product is: [C:1]([O:4][CH2:5][CH2:6][N:7]1[C:11]([C:12]2[CH:17]=[CH:16][CH:15]=[CH:14][CH:13]=2)=[C:10]([CH3:18])[S:9][C:8]1=[C:44]1[S:43][C:42](=[N:41][C:39]2[CH:40]=[C:35]([C:32](=[O:34])[CH3:33])[CH:36]=[CH:37][C:38]=2[NH:55][CH2:56][CH3:57])[N:46]([CH2:47][C:48]2[CH:53]=[CH:52][CH:51]=[CH:50][CH:49]=2)[C:45]1=[O:54])(=[O:3])[CH3:2]. (8) Given the reactants [F:1][C:2]1[CH:3]=[CH:4][C:5]([O:8][CH2:9][CH2:10][C@@H:11]2[CH2:16][CH2:15][C@H:14]([CH3:17])[CH2:13][N:12]2C(OC(C)(C)C)=O)=[N:6][CH:7]=1.C(O)(C(F)(F)F)=O, predict the reaction product. The product is: [F:1][C:2]1[CH:3]=[CH:4][C:5]([O:8][CH2:9][CH2:10][C@@H:11]2[CH2:16][CH2:15][C@H:14]([CH3:17])[CH2:13][NH:12]2)=[N:6][CH:7]=1. (9) Given the reactants [C:1]([O:5][C:6]([N:8]1[CH:13]([CH3:14])[CH2:12][N:11]2[N:15]=[C:16]([I:21])[C:17]([C:18](O)=[O:19])=[C:10]2[CH2:9]1)=[O:7])([CH3:4])([CH3:3])[CH3:2].[NH4+].[Cl-].C[N:25](C(ON1N=NC2C=CC=NC1=2)=[N+](C)C)C.F[P-](F)(F)(F)(F)F.CCN(C(C)C)C(C)C, predict the reaction product. The product is: [C:18]([C:17]1[C:16]([I:21])=[N:15][N:11]2[CH2:12][CH:13]([CH3:14])[N:8]([C:6]([O:5][C:1]([CH3:4])([CH3:3])[CH3:2])=[O:7])[CH2:9][C:10]=12)(=[O:19])[NH2:25].